This data is from Forward reaction prediction with 1.9M reactions from USPTO patents (1976-2016). The task is: Predict the product of the given reaction. (1) Given the reactants [C:1]([O:4][CH2:5][C:6]([CH2:8][Si](C)(C)C)=[CH2:7])(=O)[CH3:2].[C:13](OCC)(=O)[CH:14]=[CH2:15].P(OC(C)C)(OC(C)C)[O:21]C(C)C, predict the reaction product. The product is: [CH2:13]=[C:14]1[CH2:15][CH2:8][CH:6]([C:5]([O:4][CH2:1][CH3:2])=[O:21])[CH2:7]1. (2) Given the reactants [NH2:1][C:2]1[C:3](Cl)=[N:4][CH:5]=[CH:6][C:7]=1[C:8]([O:10][CH3:11])=[O:9].[CH3:13][N:14]1[C:22]2[C:17](=[CH:18][CH:19]=[CH:20][CH:21]=2)[C:16]([C:23](=O)[CH3:24])=[N:15]1.[O-]S([O-])(=O)=O.[Mg+2].C(O)(=O)C.[O-]P([O-])([O-])=O.[K+].[K+].[K+], predict the reaction product. The product is: [CH3:13][N:14]1[C:22]2[C:17](=[CH:18][CH:19]=[CH:20][CH:21]=2)[C:16]([C:23]2[NH:1][C:2]3[C:3](=[N:4][CH:5]=[CH:6][C:7]=3[C:8]([O:10][CH3:11])=[O:9])[CH:24]=2)=[N:15]1. (3) The product is: [ClH:1].[Cl:1][C:2]1[CH:7]=[CH:6][C:5]([NH:8][S:9]([C:12]2[CH:13]=[CH:14][CH:15]=[CH:16][CH:17]=2)(=[O:11])=[O:10])=[CH:4][C:3]=1[NH:18][CH:19]1[CH2:24][CH2:23][N:22]([CH3:25])[CH2:21][CH2:20]1. Given the reactants [Cl:1][C:2]1[CH:7]=[CH:6][C:5]([NH:8][S:9]([C:12]2[CH:17]=[CH:16][CH:15]=[CH:14][CH:13]=2)(=[O:11])=[O:10])=[CH:4][C:3]=1[NH:18][CH:19]1[CH2:24][CH2:23][N:22]([CH3:25])[CH2:21][CH2:20]1.Cl, predict the reaction product. (4) The product is: [Br:1][C:2]1[CH:3]=[CH:4][C:5]([CH:8]([C:21]2[CH:22]=[CH:23][CH:24]=[CH:25][CH:26]=2)[O:9][C@@H:10]([CH2:17][CH:18]([CH3:19])[CH3:20])[C:11]([NH:13][CH2:14][C:15]#[N:16])=[O:12])=[N+:6]([O-:29])[CH:7]=1. Given the reactants [Br:1][C:2]1[CH:3]=[CH:4][C:5]([CH:8]([C:21]2[CH:26]=[CH:25][CH:24]=[CH:23][CH:22]=2)[O:9][C@@H:10]([CH2:17][CH:18]([CH3:20])[CH3:19])[C:11]([NH:13][CH2:14][C:15]#[N:16])=[O:12])=[N:6][CH:7]=1.CC[O:29]C(C)=O.CCCCCC, predict the reaction product. (5) Given the reactants C([O:3][C:4](=[O:16])[CH2:5][O:6][C:7]1[O:8][C:9]2[CH:15]=[CH:14][CH:13]=[CH:12][C:10]=2[N:11]=1)C.[OH-].[Na+], predict the reaction product. The product is: [O:8]1[C:9]2[CH:15]=[CH:14][CH:13]=[CH:12][C:10]=2[N:11]=[C:7]1[O:6][CH2:5][C:4]([OH:16])=[O:3]. (6) Given the reactants [C:1]1([C:8]2[CH:13]=[CH:12][CH:11]=[CH:10][CH:9]=2)[CH:6]=[CH:5][C:4]([OH:7])=[CH:3][CH:2]=1.C(OC(=O)[C@@H](OC)CC1C=CC(O[CH2:27][CH2:28][Br:29])=CC=1)C, predict the reaction product. The product is: [Br:29][CH2:28][CH2:27][O:7][C:4]1[CH:3]=[CH:2][C:1]([C:8]2[CH:13]=[CH:12][CH:11]=[CH:10][CH:9]=2)=[CH:6][CH:5]=1. (7) Given the reactants F[C:2]1[CH:7]=[CH:6][C:5]([N+:8]([O-:10])=[O:9])=[C:4]([O:11][CH2:12][C:13]2[CH:18]=[CH:17][CH:16]=[CH:15][CH:14]=2)[CH:3]=1.[C:19]([N:22]1[CH2:27][CH2:26][NH:25][CH2:24][CH2:23]1)(=[O:21])[CH3:20].C(=O)([O-])[O-].[K+].[K+], predict the reaction product. The product is: [CH2:12]([O:11][C:4]1[CH:3]=[C:2]([N:25]2[CH2:26][CH2:27][N:22]([C:19](=[O:21])[CH3:20])[CH2:23][CH2:24]2)[CH:7]=[CH:6][C:5]=1[N+:8]([O-:10])=[O:9])[C:13]1[CH:18]=[CH:17][CH:16]=[CH:15][CH:14]=1.